Dataset: Catalyst prediction with 721,799 reactions and 888 catalyst types from USPTO. Task: Predict which catalyst facilitates the given reaction. (1) Reactant: [S:1]1[CH:5]=[CH:4][N:3]=[C:2]1[CH:6]=[N:7][CH:8]([CH2:16][CH:17]([CH3:19])[CH3:18])[C:9]([O:11][C:12]([CH3:15])([CH3:14])[CH3:13])=[O:10].[CH:20]([C:22]1[CH:27]=[N:26][CH:25]=[CH:24][N:23]=1)=[CH2:21].[Br-].[Li+].C(N(CC)CC)C.[Cl-].[NH4+]. Product: [CH2:16]([C@@:8]1([C:9]([O:11][C:12]([CH3:13])([CH3:14])[CH3:15])=[O:10])[CH2:21][C@H:20]([C:22]2[CH:27]=[N:26][CH:25]=[CH:24][N:23]=2)[C@H:6]([C:2]2[S:1][CH:5]=[CH:4][N:3]=2)[NH:7]1)[CH:17]([CH3:19])[CH3:18]. The catalyst class is: 7. (2) Reactant: [N:1]1[C:10]2[C:5](=[CH:6][CH:7]=[CH:8][CH:9]=2)[CH:4]=[CH:3][C:2]=1[NH:11][CH2:12][CH2:13][NH2:14].[CH:15]([C:17]12[CH2:31][CH:24]([C:25]3[CH:26]=[CH:27][CH:28]=[CH:29][C:30]=31)[C:23]1[C:18]2=[CH:19][CH:20]=[CH:21][CH:22]=1)=O. Product: [CH:19]1[C:18]2[C:17]3([CH2:15][NH:14][CH2:13][CH2:12][NH:11][C:2]4[CH:3]=[CH:4][C:5]5[C:10](=[CH:9][CH:8]=[CH:7][CH:6]=5)[N:1]=4)[CH2:31][CH:24]([C:25]4[C:30]3=[CH:29][CH:28]=[CH:27][CH:26]=4)[C:23]=2[CH:22]=[CH:21][CH:20]=1. The catalyst class is: 512.